From a dataset of Merck oncology drug combination screen with 23,052 pairs across 39 cell lines. Regression. Given two drug SMILES strings and cell line genomic features, predict the synergy score measuring deviation from expected non-interaction effect. (1) Drug 1: N#Cc1ccc(Cn2cncc2CN2CCN(c3cccc(Cl)c3)C(=O)C2)cc1. Drug 2: C=CCn1c(=O)c2cnc(Nc3ccc(N4CCN(C)CC4)cc3)nc2n1-c1cccc(C(C)(C)O)n1. Cell line: SKMEL30. Synergy scores: synergy=5.81. (2) Drug 1: N#Cc1ccc(Cn2cncc2CN2CCN(c3cccc(Cl)c3)C(=O)C2)cc1. Drug 2: CNC(=O)c1cc(Oc2ccc(NC(=O)Nc3ccc(Cl)c(C(F)(F)F)c3)cc2)ccn1. Cell line: OVCAR3. Synergy scores: synergy=-21.1. (3) Drug 1: CC1(c2nc3c(C(N)=O)cccc3[nH]2)CCCN1. Drug 2: COC1CC2CCC(C)C(O)(O2)C(=O)C(=O)N2CCCCC2C(=O)OC(C(C)CC2CCC(OP(C)(C)=O)C(OC)C2)CC(=O)C(C)C=C(C)C(O)C(OC)C(=O)C(C)CC(C)C=CC=CC=C1C. Cell line: UWB1289BRCA1. Synergy scores: synergy=15.2. (4) Drug 1: CC(=O)OC1C(=O)C2(C)C(O)CC3OCC3(OC(C)=O)C2C(OC(=O)c2ccccc2)C2(O)CC(OC(=O)C(O)C(NC(=O)c3ccccc3)c3ccccc3)C(C)=C1C2(C)C. Drug 2: CCc1cnn2c(NCc3ccc[n+]([O-])c3)cc(N3CCCCC3CCO)nc12. Cell line: SKMEL30. Synergy scores: synergy=12.6. (5) Drug 1: C=CCn1c(=O)c2cnc(Nc3ccc(N4CCN(C)CC4)cc3)nc2n1-c1cccc(C(C)(C)O)n1. Drug 2: CNC(=O)c1cc(Oc2ccc(NC(=O)Nc3ccc(Cl)c(C(F)(F)F)c3)cc2)ccn1. Cell line: VCAP. Synergy scores: synergy=-20.8.